This data is from Forward reaction prediction with 1.9M reactions from USPTO patents (1976-2016). The task is: Predict the product of the given reaction. The product is: [BrH:15].[BrH:15].[CH2:12]([NH:11][CH:8]1[CH2:9][CH2:10][C:5]2[N:17]=[C:18]([NH2:20])[S:19][C:6]=2[CH2:7]1)[CH2:13][CH3:14]. Given the reactants O1[C:5]2([CH2:10][CH2:9][CH:8]([NH:11][CH2:12][CH2:13][CH3:14])[CH2:7][CH2:6]2)OCC1.[Br:15]Br.[NH2:17][C:18]([NH2:20])=[S:19], predict the reaction product.